This data is from Full USPTO retrosynthesis dataset with 1.9M reactions from patents (1976-2016). The task is: Predict the reactants needed to synthesize the given product. (1) Given the product [Br:1][C:2]1[C:3]([F:16])=[CH:4][C:5]2[CH:11]3[CH2:12][CH:9]([CH2:10]3)[C:8](=[O:13])[C:7](=[O:19])[C:6]=2[CH:15]=1, predict the reactants needed to synthesize it. The reactants are: [Br:1][C:2]1[C:3]([F:16])=[CH:4][C:5]2[CH:11]3[CH2:12][CH:9]([CH2:10]3)[C:8](=[O:13])[CH:7](Br)[C:6]=2[CH:15]=1.CS(C)=[O:19]. (2) Given the product [F:1][C:2]1[CH:3]=[C:4]([CH:14]([NH:16][C:17]([C:19]2[N:20]=[C:21]([O:38][C:29]3[CH:30]=[CH:31][C:32]([C:34]([F:35])([F:36])[F:37])=[CH:33][C:28]=3[CH2:25][CH2:26][CH3:27])[O:22][CH:23]=2)=[O:18])[CH3:15])[CH:5]=[C:6]([F:13])[C:7]=1[NH:8][S:9]([CH3:12])(=[O:11])=[O:10], predict the reactants needed to synthesize it. The reactants are: [F:1][C:2]1[CH:3]=[C:4]([CH:14]([NH:16][C:17]([C:19]2[N:20]=[C:21](Cl)[O:22][CH:23]=2)=[O:18])[CH3:15])[CH:5]=[C:6]([F:13])[C:7]=1[NH:8][S:9]([CH3:12])(=[O:11])=[O:10].[CH2:25]([C:28]1[CH:33]=[C:32]([C:34]([F:37])([F:36])[F:35])[CH:31]=[CH:30][C:29]=1[OH:38])[CH2:26][CH3:27]. (3) The reactants are: [Cl:1][C:2]1[S:6][C:5]([CH2:7][OH:8])=[C:4]([C:9]2[CH:14]=[CH:13][C:12]([CH2:15][CH3:16])=[CH:11][CH:10]=2)[CH:3]=1.O[C:18]1[CH:23]=[CH:22][C:21]([CH2:24][CH2:25][C:26]([O:28]CC)=[O:27])=[C:20](F)[C:19]=1[F:32].ClC1SC(COC2C=C([F:47])C(CCC(OCC)=O)=C(F)C=2)=C(C2C=CC(Cl)=CC=2)C=1. Given the product [Cl:1][C:2]1[S:6][C:5]([CH2:7][O:8][C:18]2[C:19]([F:32])=[CH:20][C:21]([CH2:24][CH2:25][C:26]([OH:28])=[O:27])=[CH:22][C:23]=2[F:47])=[C:4]([C:9]2[CH:14]=[CH:13][C:12]([CH2:15][CH3:16])=[CH:11][CH:10]=2)[CH:3]=1, predict the reactants needed to synthesize it.